This data is from Full USPTO retrosynthesis dataset with 1.9M reactions from patents (1976-2016). The task is: Predict the reactants needed to synthesize the given product. (1) Given the product [NH2:17][C:15]1[CH:14]=[C:13]([Cl:18])[N:12]=[C:11]([NH:1][C:2]2[CH:9]=[CH:8][C:5]([C:6]#[N:7])=[CH:4][CH:3]=2)[N:16]=1, predict the reactants needed to synthesize it. The reactants are: [NH2:1][C:2]1[CH:9]=[CH:8][C:5]([C:6]#[N:7])=[CH:4][CH:3]=1.Cl[C:11]1[N:16]=[C:15]([NH2:17])[CH:14]=[C:13]([Cl:18])[N:12]=1.Cl. (2) Given the product [Br:26][C:27]1[CH:32]=[CH:31][C:30]([C@@H:33]([N:35]2[CH2:12][CH2:13][C@:14]([CH2:15][C:16]([CH3:18])=[CH2:17])([C:20]3[CH:25]=[CH:24][CH:23]=[CH:22][CH:21]=3)[O:19][C:36]2=[O:37])[CH3:34])=[C:29]([CH3:38])[CH:28]=1, predict the reactants needed to synthesize it. The reactants are: C[Si](C)(C)[N-][Si](C)(C)C.[Li+].Cl[CH2:12][CH2:13][C:14]([C:20]1[CH:25]=[CH:24][CH:23]=[CH:22][CH:21]=1)([OH:19])[CH2:15][C:16]([CH3:18])=[CH2:17].[Br:26][C:27]1[CH:32]=[CH:31][C:30]([C@@H:33]([N:35]=[C:36]=[O:37])[CH3:34])=[C:29]([CH3:38])[CH:28]=1.C(O)(=O)C. (3) Given the product [Br:39][CH2:40][CH2:41][CH2:42][N:11]1[C:12]2[CH:17]=[CH:16][CH:15]=[CH:14][C:13]=2[N:9]([C:3]2[CH:4]=[CH:5][C:6]([CH3:8])=[CH:7][C:2]=2[F:1])[S:10]1(=[O:19])=[O:18], predict the reactants needed to synthesize it. The reactants are: [F:1][C:2]1[CH:7]=[C:6]([CH3:8])[CH:5]=[CH:4][C:3]=1[N:9]1[C:13]2[CH:14]=[CH:15][CH:16]=[CH:17][C:12]=2[NH:11][S:10]1(=[O:19])=[O:18].C1(P(C2C=CC=CC=2)C2C=CC=CC=2)C=CC=CC=1.[Br:39][CH2:40][CH2:41][CH2:42]O.N(C(OC(C)C)=O)=NC(OC(C)C)=O. (4) Given the product [C:22]1([C:18]2[CH:19]=[CH:20][CH:21]=[C:15]([C:9]3[CH:10]=[CH:11][CH:12]=[CH:13][CH:14]=3)[C:16]=2[NH:17][C:2]2[C:1](=[O:8])[CH2:6][CH2:5][CH2:4][CH:3]=2)[CH:27]=[CH:26][CH:25]=[CH:24][CH:23]=1, predict the reactants needed to synthesize it. The reactants are: [C:1]1(=[O:8])[CH2:6][CH2:5][CH2:4][CH2:3][C:2]1=O.[C:9]1([C:15]2[CH:21]=[CH:20][CH:19]=[C:18]([C:22]3[CH:27]=[CH:26][CH:25]=[CH:24][CH:23]=3)[C:16]=2[NH2:17])[CH:14]=[CH:13][CH:12]=[CH:11][CH:10]=1. (5) Given the product [CH2:27]([O:30][N:31]([C@H:13]1[CH2:12][N:11]([C:20]([O:22][C:23]([CH3:24])([CH3:25])[CH3:26])=[O:21])[C@H:10]([CH2:9][O:8][Si:1]([C:4]([CH3:6])([CH3:5])[CH3:7])([CH3:2])[CH3:3])[CH:15]=[C:14]1[CH:16]([CH3:17])[CH3:18])[S:32]([C:35]1[CH:40]=[CH:39][CH:38]=[CH:37][C:36]=1[N+:41]([O-:43])=[O:42])(=[O:34])=[O:33])[CH:28]=[CH2:29], predict the reactants needed to synthesize it. The reactants are: [Si:1]([O:8][CH2:9][C@@H:10]1[CH:15]=[C:14]([CH:16]([CH3:18])[CH3:17])[C@H:13](O)[CH2:12][N:11]1[C:20]([O:22][C:23]([CH3:26])([CH3:25])[CH3:24])=[O:21])([C:4]([CH3:7])([CH3:6])[CH3:5])([CH3:3])[CH3:2].[CH2:27]([O:30][N:31]([C@H]1CN(C(OC(C)(C)C)=O)[C@H](CO[Si](C(C)(C)C)(C)C)C=C1C)[S:32]([C:35]1[CH:40]=[CH:39][CH:38]=[CH:37][C:36]=1[N+:41]([O-:43])=[O:42])(=[O:34])=[O:33])[CH:28]=[CH2:29].C1(P(C2C=CC=CC=2)C2C=CC=CC=2)C=CC=CC=1.CC(OC(/N=N/C(OC(C)C)=O)=O)C. (6) Given the product [CH3:1][O:2][C:3]1[C:8]([N:9]2[CH2:14][CH2:13][N:12]([CH3:15])[CH2:11][CH2:10]2)=[C:7]([CH2:16][CH2:23][OH:25])[C:6]([N+:17]([O-:19])=[O:18])=[CH:5][CH:4]=1, predict the reactants needed to synthesize it. The reactants are: [CH3:1][O:2][C:3]1[C:8]([N:9]2[CH2:14][CH2:13][N:12]([CH3:15])[CH2:11][CH2:10]2)=[C:7]([CH3:16])[C:6]([N+:17]([O-:19])=[O:18])=[CH:5][CH:4]=1.C=O.C[C:23](C)([O-:25])C.[K+]. (7) Given the product [C:13]([O:12][C:11]([NH:10][C@H:8]([C:5]1[CH:6]=[CH:7][C:2]([C:21]([OH:20])=[O:33])=[CH:3][CH:4]=1)[CH3:9])=[O:17])([CH3:16])([CH3:15])[CH3:14], predict the reactants needed to synthesize it. The reactants are: Br[C:2]1[CH:7]=[CH:6][C:5]([C@@H:8]([NH:10][C:11](=[O:17])[O:12][C:13]([CH3:16])([CH3:15])[CH3:14])[CH3:9])=[CH:4][CH:3]=1.CC[O:20][CH2:21]C.C[Li].C([Li])CCC.C1C[O:33]CC1.